This data is from Forward reaction prediction with 1.9M reactions from USPTO patents (1976-2016). The task is: Predict the product of the given reaction. (1) Given the reactants [CH2:1]([NH2:4])[CH2:2][NH2:3].[N+:5]([C:8]1[CH:13]=[CH:12][CH:11]=[CH:10][C:9]=1[S:14](Cl)(=[O:16])=[O:15])([O-:7])=[O:6], predict the reaction product. The product is: [NH2:3][CH2:2][CH2:1][NH:4][S:14]([C:9]1[CH:10]=[CH:11][CH:12]=[CH:13][C:8]=1[N+:5]([O-:7])=[O:6])(=[O:15])=[O:16]. (2) Given the reactants [CH2:1]([O:8][C:9]([C:18]1[CH:23]=[CH:22][C:21]([N:24]2[CH2:29][CH2:28][N:27]([C:30](=[O:33])[CH2:31]Br)[CH2:26][CH2:25]2)=[C:20](/[CH:34]=[CH:35]\[CH3:36])[CH:19]=1)([C:14]([F:17])([F:16])[F:15])[C:10]([F:13])([F:12])[F:11])[C:2]1[CH:7]=[CH:6][CH:5]=[CH:4][CH:3]=1.[O:37]1[C:46]2[C:41](=[N:42][CH:43]=[C:44]([C:47]3([CH3:54])[NH:51][C:50](=[O:52])[NH:49][C:48]3=[O:53])[CH:45]=2)[O:40][CH2:39][CH2:38]1, predict the reaction product. The product is: [CH2:1]([O:8][C:9]([C:18]1[CH:23]=[CH:22][C:21]([N:24]2[CH2:29][CH2:28][N:27]([C:30](=[O:33])[CH2:31][N:49]3[C:48](=[O:53])[C:47]([C:44]4[CH:45]=[C:46]5[O:37][CH2:38][CH2:39][O:40][C:41]5=[N:42][CH:43]=4)([CH3:54])[NH:51][C:50]3=[O:52])[CH2:26][CH2:25]2)=[C:20]([CH:34]=[CH:35][CH3:36])[CH:19]=1)([C:14]([F:17])([F:16])[F:15])[C:10]([F:13])([F:12])[F:11])[C:2]1[CH:7]=[CH:6][CH:5]=[CH:4][CH:3]=1.